Dataset: Reaction yield outcomes from USPTO patents with 853,638 reactions. Task: Predict the reaction yield, written as a fraction of the theoretical maximum amount of product (1.0 means a 100% yield; for example, 0.34 means a 34% yield). (1) The reactants are [Cl:1][C:2]1[CH:25]=[CH:24][C:5]([CH2:6][C:7]2[N:8]=[C:9]([C:18]3[CH:23]=[CH:22][N:21]=[CH:20][CH:19]=3)[S:10][C:11]=2[C:12](N(OC)C)=[O:13])=[CH:4][CH:3]=1.[Li]C.[CH3:28]COCC. The catalyst is C1COCC1. The product is [Cl:1][C:2]1[CH:25]=[CH:24][C:5]([CH2:6][C:7]2[N:8]=[C:9]([C:18]3[CH:19]=[CH:20][N:21]=[CH:22][CH:23]=3)[S:10][C:11]=2[C:12](=[O:13])[CH3:28])=[CH:4][CH:3]=1. The yield is 0.810. (2) The reactants are [CH3:1][O:2][C:3](=[O:10])[CH2:4][CH2:5][C:6](=O)[CH2:7]Br.[F:11][C:12]1[CH:20]=[CH:19][C:15]([C:16]([NH2:18])=[S:17])=[CH:14][CH:13]=1.O.[CH2:22](O)C. No catalyst specified. The product is [CH2:1]([O:2][C:3](=[O:10])[CH2:4][CH2:5][C:6]1[N:18]=[C:16]([C:15]2[CH:19]=[CH:20][C:12]([F:11])=[CH:13][CH:14]=2)[S:17][CH:7]=1)[CH3:22]. The yield is 1.00. (3) The yield is 0.440. The reactants are N1[C:5]2=[N:6][CH:7]=N[CH:9]=[C:4]2[C:3](=O)N=1.[CH3:11][N:12](P(N(C)C)(N(C)C)=O)[CH3:13].[CH2:22]1[C:27](=O)[N:26](Br)[C:24](=[O:25])[CH2:23]1.[Li+].[Br-]. The catalyst is C(#N)C. The product is [NH:6]1[CH2:5][CH2:4][O:25][CH2:24][CH2:7]1.[CH2:24]([NH2:26])[CH2:23][CH2:22][CH3:27].[NH:12]1[CH2:13][CH2:9][CH2:4][CH2:3][CH2:11]1. (4) The reactants are [N+:1]([C:4]1[CH:12]=[CH:11][C:7]([C:8](Cl)=[O:9])=[CH:6][CH:5]=1)([O-:3])=[O:2].[NH2:13][CH2:14][CH2:15][CH2:16][N:17]1[CH:21]=[CH:20][N:19]=[CH:18]1.C(N(CC)CC)C. The catalyst is C(Cl)Cl. The product is [N:17]1([CH2:16][CH2:15][CH2:14][NH:13][C:8]([C:7]2[CH:11]=[CH:12][C:4]([N+:1]([O-:3])=[O:2])=[CH:5][CH:6]=2)=[O:9])[CH:21]=[CH:20][N:19]=[CH:18]1. The yield is 0.790. (5) The reactants are [Br:1]N1C(=O)CCC1=O.[C:9]([C:13]1[O:17][C:16]([C:18]2[C:19]([NH2:24])=[N:20][CH:21]=[CH:22][N:23]=2)=[N:15][N:14]=1)([CH3:12])([CH3:11])[CH3:10]. The catalyst is C1COCC1. The product is [Br:1][C:22]1[N:23]=[C:18]([C:16]2[O:17][C:13]([C:9]([CH3:12])([CH3:10])[CH3:11])=[N:14][N:15]=2)[C:19]([NH2:24])=[N:20][CH:21]=1. The yield is 0.900. (6) The reactants are [OH:1][CH:2]1[CH2:7][CH2:6][N:5]([C:8]([O:10][C:11]([CH3:14])([CH3:13])[CH3:12])=[O:9])[CH2:4][CH2:3]1.[Cl:15][C:16]1[N:21]=[C:20](Cl)[CH:19]=[CH:18][N:17]=1.C(=O)([O-])[O-].[Cs+].[Cs+]. The catalyst is CN(C=O)C.O. The product is [Cl:15][C:16]1[N:21]=[C:20]([O:1][CH:2]2[CH2:3][CH2:4][N:5]([C:8]([O:10][C:11]([CH3:14])([CH3:13])[CH3:12])=[O:9])[CH2:6][CH2:7]2)[CH:19]=[CH:18][N:17]=1. The yield is 0.810. (7) The reactants are C(O)CCCC/C=C\C/C=C\C/C=C\CCCCC.[Br:20][CH2:21][CH2:22][CH2:23][CH2:24][CH2:25][CH2:26][CH2:27][CH2:28][CH2:29][CH2:30][CH2:31][CH2:32][CH2:33][CH2:34][CH2:35][CH2:36][CH2:37][CH3:38]. No catalyst specified. The product is [Br:20][CH2:21][CH2:22][CH2:23][CH2:24][CH2:25]/[CH:26]=[CH:27]\[CH2:28]/[CH:29]=[CH:30]\[CH2:31]/[CH:32]=[CH:33]\[CH2:34][CH2:35][CH2:36][CH2:37][CH3:38]. The yield is 0.960. (8) The reactants are [CH3:1][C:2]1[N:3]=[C:4]2[C:9]([NH:10][CH2:11][C:12]3[C:17]([CH3:18])=[CH:16][CH:15]=[CH:14][C:13]=3[CH3:19])=[CH:8][C:7]([C:20](OCC)=[O:21])=[CH:6][N:5]2[C:25]=1[CH3:26].O.[OH-].[Na+]. The catalyst is O1CCCC1. The product is [CH3:1][C:2]1[N:3]=[C:4]2[C:9]([NH:10][CH2:11][C:12]3[C:13]([CH3:19])=[CH:14][CH:15]=[CH:16][C:17]=3[CH3:18])=[CH:8][C:7]([CH2:20][OH:21])=[CH:6][N:5]2[C:25]=1[CH3:26]. The yield is 0.670. (9) The reactants are [CH3:1][C:2]1([CH3:20])[CH2:6][C:5]2[C:7]([CH3:19])=[C:8]([N:13]3[CH2:18][CH2:17][NH:16][CH2:15][CH2:14]3)[C:9]([CH3:12])=[C:10]([CH3:11])[C:4]=2[O:3]1.Br[C:22]1[CH:29]=[CH:28][C:25]([C:26]#[N:27])=[CH:24][CH:23]=1. No catalyst specified. The product is [CH3:1][C:2]1([CH3:20])[CH2:6][C:5]2[C:7]([CH3:19])=[C:8]([N:13]3[CH2:14][CH2:15][N:16]([C:22]4[CH:29]=[CH:28][C:25]([C:26]#[N:27])=[CH:24][CH:23]=4)[CH2:17][CH2:18]3)[C:9]([CH3:12])=[C:10]([CH3:11])[C:4]=2[O:3]1. The yield is 0.190. (10) The product is [CH3:28][C:21]1[C:20]2[C:25](=[CH:26][C:17]([NH:14][C:15](=[O:16])[O:13][CH2:12][C:9]3[CH:10]=[CH:11][C:6]([C:2]4[O:1][CH:5]=[CH:4][CH:3]=4)=[CH:7][CH:8]=3)=[CH:18][CH:19]=2)[O:24][C:23](=[O:27])[CH:22]=1. The yield is 0.0900. The catalyst is C1COCC1. The reactants are [O:1]1[CH:5]=[CH:4][CH:3]=[C:2]1[C:6]1[CH:11]=[CH:10][C:9]([CH2:12][OH:13])=[CH:8][CH:7]=1.[N:14]([C:17]1[CH:26]=[C:25]2[C:20]([C:21]([CH3:28])=[CH:22][C:23](=[O:27])[O:24]2)=[CH:19][CH:18]=1)=[C:15]=[O:16].